This data is from Aqueous solubility values for 9,982 compounds from the AqSolDB database. The task is: Regression/Classification. Given a drug SMILES string, predict its absorption, distribution, metabolism, or excretion properties. Task type varies by dataset: regression for continuous measurements (e.g., permeability, clearance, half-life) or binary classification for categorical outcomes (e.g., BBB penetration, CYP inhibition). For this dataset (solubility_aqsoldb), we predict Y. (1) The drug is Cn1c(=O)c2c(nc(-c3ccccc3)n2C)n(C)c1=O. The Y is -3.31 log mol/L. (2) The molecule is CO/N=C(\C)c1cccc(Oc2nc(OC)cc(OC)n2)c1C(=O)OC. The Y is -3.60 log mol/L. (3) The drug is CCCCCCC(CC=CCCCCCCCC(=O)O)OS(=O)(=O)O. The Y is -0.578 log mol/L. (4) The drug is C[C@]12CC(=O)[C@H]3[C@@H](CCC4=CC(=O)CC[C@@]43C)[C@@H]1CCC2=O. The Y is -3.48 log mol/L. (5) The drug is CN1C(=O)OC(C)(C)C1=O. The Y is -0.457 log mol/L.